From a dataset of Merck oncology drug combination screen with 23,052 pairs across 39 cell lines. Regression. Given two drug SMILES strings and cell line genomic features, predict the synergy score measuring deviation from expected non-interaction effect. Drug 1: CN1C(=O)C=CC2(C)C3CCC4(C)C(NC(=O)OCC(F)(F)F)CCC4C3CCC12. Drug 2: CC(=O)OC1C(=O)C2(C)C(O)CC3OCC3(OC(C)=O)C2C(OC(=O)c2ccccc2)C2(O)CC(OC(=O)C(O)C(NC(=O)c3ccccc3)c3ccccc3)C(C)=C1C2(C)C. Cell line: KPL1. Synergy scores: synergy=10.1.